This data is from Full USPTO retrosynthesis dataset with 1.9M reactions from patents (1976-2016). The task is: Predict the reactants needed to synthesize the given product. (1) Given the product [ClH:28].[ClH:28].[N:1]1[CH:6]=[CH:5][CH:4]=[CH:3][C:2]=1[CH2:7][O:8][C:9]1[CH:10]=[CH:11][C:12]([C:15]([N:17]2[CH2:21][CH2:20][CH2:19][C@H:18]2[CH2:22][N:23]2[CH2:24][CH2:25][CH2:26][CH2:27]2)=[O:16])=[CH:13][CH:14]=1, predict the reactants needed to synthesize it. The reactants are: [N:1]1[CH:6]=[CH:5][CH:4]=[CH:3][C:2]=1[CH2:7][O:8][C:9]1[CH:14]=[CH:13][C:12]([C:15]([N:17]2[CH2:21][CH2:20][CH2:19][C@H:18]2[CH2:22][N:23]2[CH2:27][CH2:26][CH2:25][CH2:24]2)=[O:16])=[CH:11][CH:10]=1.[ClH:28]. (2) Given the product [CH3:26][CH:25]([CH3:27])[CH2:24][C:23]([NH:1][C:2]1[S:6][CH:5]=[C:4]([C:7]2[N:12]3[N:13]=[CH:14][C:15]([C:16]([C:18]4[S:19][CH:20]=[CH:21][CH:22]=4)=[O:17])=[C:11]3[N:10]=[CH:9][CH:8]=2)[CH:3]=1)=[O:28], predict the reactants needed to synthesize it. The reactants are: [NH2:1][C:2]1[S:6][CH:5]=[C:4]([C:7]2[N:12]3[N:13]=[CH:14][C:15]([C:16]([C:18]4[S:19][CH:20]=[CH:21][CH:22]=4)=[O:17])=[C:11]3[N:10]=[CH:9][CH:8]=2)[CH:3]=1.[C:23](Cl)(=[O:28])[CH2:24][CH:25]([CH3:27])[CH3:26]. (3) Given the product [OH:8][C:9]1[CH:10]=[C:11]([CH:26]=[CH:27][CH:28]=1)[CH2:12][N:13]1[CH2:18][CH2:17][N:16]([C:19]([O:21][C:22]([CH3:23])([CH3:24])[CH3:25])=[O:20])[CH2:15][CH2:14]1, predict the reactants needed to synthesize it. The reactants are: C([O:8][C:9]1[CH:10]=[C:11]([CH:26]=[CH:27][CH:28]=1)[CH2:12][N:13]1[CH2:18][CH2:17][N:16]([C:19]([O:21][C:22]([CH3:25])([CH3:24])[CH3:23])=[O:20])[CH2:15][CH2:14]1)C1C=CC=CC=1. (4) Given the product [Cl:15][CH:9]([C:6]1[CH:5]=[CH:4][C:3]([O:2][CH3:1])=[N:8][CH:7]=1)[CH2:10][CH3:11], predict the reactants needed to synthesize it. The reactants are: [CH3:1][O:2][C:3]1[N:8]=[CH:7][C:6]([CH:9](O)[CH2:10][CH3:11])=[CH:5][CH:4]=1.S(Cl)([Cl:15])=O. (5) The reactants are: [Br:1][C:2]1[CH:3]=[N:4][C:5]2[N:6]([N:8]=[C:9]([C:11]([OH:13])=O)[CH:10]=2)[CH:7]=1.[CH2:14]([CH:16]1[C:25]2[C:20](=[CH:21][CH:22]=[CH:23][CH:24]=2)[CH2:19][CH2:18][NH:17]1)[CH3:15]. Given the product [Br:1][C:2]1[CH:3]=[N:4][C:5]2[N:6]([N:8]=[C:9]([C:11]([N:17]3[CH2:18][CH2:19][C:20]4[C:25](=[CH:24][CH:23]=[CH:22][CH:21]=4)[CH:16]3[CH2:14][CH3:15])=[O:13])[CH:10]=2)[CH:7]=1, predict the reactants needed to synthesize it.